Dataset: Full USPTO retrosynthesis dataset with 1.9M reactions from patents (1976-2016). Task: Predict the reactants needed to synthesize the given product. (1) Given the product [C:1]([O:4][C:5]1[CH:6]=[C:7]([CH:11]=[CH:12][CH:13]=1)[C:8]([Cl:17])=[O:9])(=[O:3])[CH3:2], predict the reactants needed to synthesize it. The reactants are: [C:1]([O:4][C:5]1[CH:6]=[C:7]([CH:11]=[CH:12][CH:13]=1)[C:8](O)=[O:9])(=[O:3])[CH3:2].C(Cl)(=O)C([Cl:17])=O.CN(C=O)C. (2) Given the product [OH:8][C:9]1[CH:26]=[CH:25][C:24]2[C@@H:23]3[C@H:14]([C@H:15]4[C@@:19]([CH2:21][C@@H:22]3[CH2:27][CH2:56][CH2:55][CH2:54][CH2:53][CH2:52][CH2:51][CH2:50][CH2:49][CH:43]([CH2:42][CH2:41][CH2:40][C:39]([F:38])([F:61])[C:57]([F:58])([F:59])[F:60])[C:44]([OH:46])=[O:45])([CH3:20])[C@@H:18]([OH:30])[CH2:17][CH2:16]4)[CH2:13][CH2:12][C:11]=2[CH:10]=1, predict the reactants needed to synthesize it. The reactants are: C([O:8][C:9]1[CH:26]=[CH:25][C:24]2[C:23]3[C@H:14]([C@H:15]4[C@@:19]([CH2:21][C:22]=3[CH2:27]C=C)([CH3:20])[C@@H:18]([O:30]CC3C=CC=CC=3)[CH2:17][CH2:16]4)[CH2:13][CH2:12][C:11]=2[CH:10]=1)C1C=CC=CC=1.[F:38][C:39]([F:61])([C:57]([F:60])([F:59])[F:58])[CH2:40][CH2:41][CH2:42][CH:43]([CH2:49][CH2:50][CH2:51][CH2:52][CH2:53][CH2:54][CH:55]=[CH2:56])[C:44]([O:46]CC)=[O:45]. (3) Given the product [CH3:38][O:37][C:20]1[CH:19]=[CH:18][C:17]([CH:15]2[N:6]([CH2:7][CH2:8][O:9][CH3:10])[C:4](=[O:5])[C:3]3[C:2](=[CH:14][CH:13]=[CH:12][CH:11]=3)[NH:1]2)=[CH:36][C:21]=1[CH2:22][O:23][C:24]1[C:25]([CH3:35])=[CH:26][C:27]([NH:31][C:32](=[O:34])[CH3:33])=[CH:28][C:29]=1[CH3:30], predict the reactants needed to synthesize it. The reactants are: [NH2:1][C:2]1[CH:14]=[CH:13][CH:12]=[CH:11][C:3]=1[C:4]([NH:6][CH2:7][CH2:8][O:9][CH3:10])=[O:5].[CH:15]([C:17]1[CH:18]=[CH:19][C:20]([O:37][CH3:38])=[C:21]([CH:36]=1)[CH2:22][O:23][C:24]1[C:29]([CH3:30])=[CH:28][C:27]([NH:31][C:32](=[O:34])[CH3:33])=[CH:26][C:25]=1[CH3:35])=O.C(S([O-])(=O)=O)(F)(F)F.C(S([O-])(=O)=O)(F)(F)F.C(S([O-])(=O)=O)(F)(F)F.[Yb+3]. (4) Given the product [CH3:2][O:3][CH2:4][CH2:5][CH2:6][O:7][CH:8]([C:15]1[CH:16]=[CH:17][CH:18]=[CH:19][CH:20]=1)[CH:9]1[CH2:14][CH2:13][CH2:12][N:11]([CH2:22][C:23]([O:25][CH3:26])=[O:24])[CH2:10]1, predict the reactants needed to synthesize it. The reactants are: Cl.[CH3:2][O:3][CH2:4][CH2:5][CH2:6][O:7][CH:8]([C:15]1[CH:20]=[CH:19][CH:18]=[CH:17][CH:16]=1)[CH:9]1[CH2:14][CH2:13][CH2:12][NH:11][CH2:10]1.Br[CH2:22][C:23]([O:25][CH3:26])=[O:24].C([O-])([O-])=O.[K+].[K+].CN(C=O)C. (5) The reactants are: [C:1]([C:5]1[N:6]=[C:7]([N:23]2[CH2:28][CH2:27][O:26][CH2:25][CH2:24]2)[C:8]2[N:13]=[N:12][N:11](CC3C=CC(OC)=CC=3)[C:9]=2[N:10]=1)([CH3:4])([CH3:3])[CH3:2]. Given the product [C:1]([C:5]1[N:6]=[C:7]([N:23]2[CH2:28][CH2:27][O:26][CH2:25][CH2:24]2)[C:8]2[N:13]=[N:12][NH:11][C:9]=2[N:10]=1)([CH3:4])([CH3:2])[CH3:3], predict the reactants needed to synthesize it. (6) Given the product [CH3:23][N:22]([CH3:24])[CH2:21][CH2:20][NH:19][C:17]([C:15]1[CH:14]=[CH:13][C:5]2[C:6](=[O:12])[NH:7][C:8]3[C:3]([C:4]=2[CH:16]=1)=[C:2]([NH:25][C:26]1[CH:31]=[CH:30][C:29]([NH:32][C:33](=[O:45])[C:34]2[CH:39]=[CH:38][C:37]([F:40])=[CH:36][C:35]=2[C:41]([F:44])([F:42])[F:43])=[CH:28][CH:27]=1)[CH:11]=[CH:10][N:9]=3)=[O:18], predict the reactants needed to synthesize it. The reactants are: Cl[C:2]1[CH:11]=[CH:10][N:9]=[C:8]2[C:3]=1[C:4]1[CH:16]=[C:15]([C:17]([NH:19][CH2:20][CH2:21][N:22]([CH3:24])[CH3:23])=[O:18])[CH:14]=[CH:13][C:5]=1[C:6](=[O:12])[NH:7]2.[NH2:25][C:26]1[CH:31]=[CH:30][C:29]([NH:32][C:33](=[O:45])[C:34]2[CH:39]=[CH:38][C:37]([F:40])=[CH:36][C:35]=2[C:41]([F:44])([F:43])[F:42])=[CH:28][CH:27]=1.